This data is from Reaction yield outcomes from USPTO patents with 853,638 reactions. The task is: Predict the reaction yield, written as a fraction of the theoretical maximum amount of product (1.0 means a 100% yield; for example, 0.34 means a 34% yield). (1) The reactants are [SH:1][C:2]1[S:3][C:4]2[CH:10]=[CH:9][C:8]([C:11]#[N:12])=[CH:7][C:5]=2[N:6]=1.[Cl:13][C:14]1[CH:19]=[C:18]([N+:20]([O-:22])=[O:21])[CH:17]=[C:16]([Cl:23])[C:15]=1Cl.[H-].[Na+]. The catalyst is CN(C=O)C. The product is [Cl:13][C:14]1[CH:19]=[C:18]([N+:20]([O-:22])=[O:21])[CH:17]=[C:16]([Cl:23])[C:15]=1[S:1][C:2]1[S:3][C:4]2[CH:10]=[CH:9][C:8]([C:11]#[N:12])=[CH:7][C:5]=2[N:6]=1. The yield is 0.990. (2) The reactants are [O:1]=[C:2]1[C:7]2[C:8]([C:13]3[CH:18]=[CH:17][CH:16]=[CH:15][CH:14]=3)=[C:9]([CH:11]=O)[NH:10][C:6]=2[CH2:5][CH2:4][NH:3]1.[Cl:19][C:20]1[CH:21]=[C:22]2[C:26](=[CH:27][CH:28]=1)[NH:25][C:24](=[O:29])[CH2:23]2. No catalyst specified. The product is [Cl:19][C:20]1[CH:21]=[C:22]2[C:26](=[CH:27][CH:28]=1)[NH:25][C:24](=[O:29])[C:23]2=[CH:11][C:9]1[NH:10][C:6]2[CH2:5][CH2:4][NH:3][C:2](=[O:1])[C:7]=2[C:8]=1[C:13]1[CH:18]=[CH:17][CH:16]=[CH:15][CH:14]=1. The yield is 0.319. (3) The reactants are [CH2:1]([C:3]1[CH:8]=[CH:7][C:6]([C@H:9]2[CH2:14][C@@H:13]([C:15]([F:18])([F:17])[F:16])[N:12]3[N:19]=[CH:20][C:21]([C:22]([OH:24])=O)=[C:11]3[NH:10]2)=[CH:5][CH:4]=1)[CH3:2].CN(C(ON1N=NC2C=CC=NC1=2)=[N+](C)C)C.F[P-](F)(F)(F)(F)F.C(N(CC)C(C)C)(C)C.[CH3:58][O:59][C:60]1[N:65]=[CH:64][C:63]([CH2:66][NH2:67])=[CH:62][CH:61]=1. No catalyst specified. The product is [CH2:1]([C:3]1[CH:4]=[CH:5][C:6]([C@H:9]2[CH2:14][C@@H:13]([C:15]([F:17])([F:16])[F:18])[N:12]3[N:19]=[CH:20][C:21]([C:22]([NH:67][CH2:66][C:63]4[CH:64]=[N:65][C:60]([O:59][CH3:58])=[CH:61][CH:62]=4)=[O:24])=[C:11]3[NH:10]2)=[CH:7][CH:8]=1)[CH3:2]. The yield is 0.890. (4) The reactants are [OH-].[Na+].[O:3]([CH2:10][CH2:11][N:12]1[CH:16]=[C:15](/[CH:17]=[CH:18]/[C:19]([O:21]C)=[O:20])[CH:14]=[N:13]1)[C:4]1[CH:9]=[CH:8][CH:7]=[CH:6][CH:5]=1. The catalyst is CO. The product is [O:3]([CH2:10][CH2:11][N:12]1[CH:16]=[C:15](/[CH:17]=[CH:18]/[C:19]([OH:21])=[O:20])[CH:14]=[N:13]1)[C:4]1[CH:9]=[CH:8][CH:7]=[CH:6][CH:5]=1. The yield is 0.860. (5) The reactants are [C:1]([C:4]1[N:5]=[C:6]([N:9]2[CH2:12][CH:11]([OH:13])[CH2:10]2)[S:7][CH:8]=1)(=[O:3])[NH2:2].[CH3:14][S:15](Cl)(=[O:17])=[O:16].C(N(CC)CC)C.CO. The catalyst is C(Cl)Cl.N1C=CC=CC=1. The product is [C:1]([C:4]1[N:5]=[C:6]([N:9]2[CH2:12][CH:11]([O:13][S:15]([CH3:14])(=[O:17])=[O:16])[CH2:10]2)[S:7][CH:8]=1)(=[O:3])[NH2:2]. The yield is 0.940. (6) The reactants are [CH3:1][O:2][C:3]([C:5]1[S:6][C:7]([C:14]2[CH:19]=[CH:18][CH:17]=[CH:16][CH:15]=2)=[CH:8][C:9]=1[NH:10][CH:11]1[CH2:13][CH2:12]1)=[O:4].N#N.[Cl:22][C:23]1[CH:31]=[C:30]([Cl:32])[CH:29]=[CH:28][C:24]=1[C:25](Cl)=[O:26]. The catalyst is ClC(Cl)C. The product is [CH3:1][O:2][C:3]([C:5]1[S:6][C:7]([C:14]2[CH:19]=[CH:18][CH:17]=[CH:16][CH:15]=2)=[CH:8][C:9]=1[N:10]([CH:11]1[CH2:13][CH2:12]1)[C:25](=[O:26])[C:24]1[CH:28]=[CH:29][C:30]([Cl:32])=[CH:31][C:23]=1[Cl:22])=[O:4]. The yield is 0.990. (7) The reactants are [Cl:1][C:2]1[C:3]2[CH:10]=[CH:9][NH:8][C:4]=2[N:5]=[CH:6][N:7]=1.[I:11]N1C(=O)CCC1=O. The catalyst is C(Cl)Cl. The product is [Cl:1][C:2]1[C:3]2[C:10]([I:11])=[CH:9][NH:8][C:4]=2[N:5]=[CH:6][N:7]=1. The yield is 0.790.